Task: Predict which catalyst facilitates the given reaction.. Dataset: Catalyst prediction with 721,799 reactions and 888 catalyst types from USPTO (1) Reactant: [C:1]([C:5]1[CH:13]=[CH:12][C:8]([C:9](O)=[O:10])=[CH:7][C:6]=1[O:14][CH3:15])([CH3:4])([CH3:3])[CH3:2]. Product: [C:1]([C:5]1[CH:13]=[CH:12][C:8]([CH2:9][OH:10])=[CH:7][C:6]=1[O:14][CH3:15])([CH3:4])([CH3:2])[CH3:3]. The catalyst class is: 1. (2) Reactant: [N:1]([C@@H:4]([C@@H:29]([C:36]1[CH:41]=[CH:40][C:39]([F:42])=[CH:38][CH:37]=1)[CH:30]1[CH2:35][CH2:34][O:33][CH2:32][CH2:31]1)[C:5]([NH:7][C:8]1[CH:13]=[CH:12][CH:11]=[C:10]([F:14])[C:9]=1[CH2:15][CH2:16][CH:17]1[CH2:19][N@@:18]1[S:20]([C:23]1[CH:28]=[CH:27][CH:26]=[CH:25][CH:24]=1)(=[O:22])=[O:21])=[O:6])=[N+:2]=[N-:3].[NH2:43][CH2:44][C@H:45]([OH:47])[CH3:46]. Product: [N:1]([C@@H:4]([C@@H:29]([C:36]1[CH:37]=[CH:38][C:39]([F:42])=[CH:40][CH:41]=1)[CH:30]1[CH2:35][CH2:34][O:33][CH2:32][CH2:31]1)[C:5]([NH:7][C:8]1[CH:13]=[CH:12][CH:11]=[C:10]([F:14])[C:9]=1[CH2:15][CH2:16][C@H:17]([NH:18][S:20]([C:23]1[CH:28]=[CH:27][CH:26]=[CH:25][CH:24]=1)(=[O:22])=[O:21])[CH2:19][NH:43][CH2:44][C@H:45]([OH:47])[CH3:46])=[O:6])=[N+:2]=[N-:3]. The catalyst class is: 325. (3) Reactant: [C:1](Cl)([Cl:3])=[O:2].C[N:6]([CH3:9])[CH:7]=O.COC(OC)[CH2:13][CH2:14][CH2:15][CH2:16][CH2:17][C:18](OC)=O.[CH:24]1CC[CH2:28][CH2:27][CH2:26][CH:25]=1.C1CCCCC=1.[O:37]=CCCCCC(OC)=O.COC(OC)CCCCC=O.COC(OC)CCCCC(OC)=O.Cl.Cl.[NH2:73][C:74]1[CH:79]=[CH:78][CH:77]=[CH:76][CH:75]=1. Product: [ClH:3].[C:9]1([NH:6][CH:7]=[C:79](/[CH:74]=[N:73]/[C:18]2[CH:17]=[CH:16][CH:15]=[CH:14][CH:13]=2)[CH2:78][CH2:77][CH2:76][CH2:75][C:1]([OH:2])=[O:37])[CH:28]=[CH:27][CH:26]=[CH:25][CH:24]=1. The catalyst class is: 93. (4) Reactant: N#N.[NH2:3][C@H:4]([CH2:8][C:9]1[CH:14]=[CH:13][C:12]([CH2:15][F:16])=[CH:11][CH:10]=1)[C:5]([OH:7])=[O:6].C(=O)([O-])[O-].[K+].[K+].[C:23]([O:27][C:28](O[C:28]([O:27][C:23]([CH3:26])([CH3:25])[CH3:24])=[O:29])=[O:29])([CH3:26])([CH3:25])[CH3:24]. Product: [C:23]([O:27][C:28]([NH:3][C@H:4]([CH2:8][C:9]1[CH:10]=[CH:11][C:12]([CH2:15][F:16])=[CH:13][CH:14]=1)[C:5]([OH:7])=[O:6])=[O:29])([CH3:26])([CH3:25])[CH3:24]. The catalyst class is: 90. (5) Reactant: C(O[C:6](=O)[N:7]([CH2:9][CH2:10][O:11][C:12]1[C:20]2[N:19]([CH3:21])[C:18](=[O:22])[N:17]([CH2:23][C:24]3[CH:29]=[CH:28][CH:27]=[CH:26][CH:25]=3)[C:16]=2[CH:15]=[CH:14][CH:13]=1)C)(C)(C)C.[ClH:31]. Product: [ClH:31].[CH2:23]([N:17]1[C:16]2[CH:15]=[CH:14][CH:13]=[C:12]([O:11][CH2:10][CH2:9][NH:7][CH3:6])[C:20]=2[N:19]([CH3:21])[C:18]1=[O:22])[C:24]1[CH:25]=[CH:26][CH:27]=[CH:28][CH:29]=1. The catalyst class is: 8.